Dataset: Full USPTO retrosynthesis dataset with 1.9M reactions from patents (1976-2016). Task: Predict the reactants needed to synthesize the given product. (1) The reactants are: [NH2:1][C:2]([NH:4][CH:5]([CH2:10][C:11]1[CH:16]=[CH:15][CH:14]=[CH:13][CH:12]=1)[C:6](OC)=O)=[O:3].[H-].C([Al+]CC(C)C)C(C)C. Given the product [CH2:10]([CH:5]1[CH2:6][NH:1][C:2](=[O:3])[NH:4]1)[C:11]1[CH:16]=[CH:15][CH:14]=[CH:13][CH:12]=1, predict the reactants needed to synthesize it. (2) Given the product [Cl:14][C:15]1[N:20]=[C:19]([CH:21]([F:11])[CH3:22])[CH:18]=[CH:17][N:16]=1, predict the reactants needed to synthesize it. The reactants are: COCCN(S(F)(F)[F:11])CCOC.[Cl:14][C:15]1[N:20]=[C:19]([CH:21](O)[CH3:22])[CH:18]=[CH:17][N:16]=1. (3) Given the product [NH2:1][C:2]1[CH:10]=[CH:9][C:5]([C:6]([NH:8][C:12]2[CH:17]=[C:16]([CH3:18])[CH:15]=[C:14]([CH3:19])[CH:13]=2)=[O:7])=[CH:4][CH:3]=1, predict the reactants needed to synthesize it. The reactants are: [NH2:1][C:2]1[CH:10]=[CH:9][C:5]([C:6]([NH2:8])=[O:7])=[CH:4][CH:3]=1.I[C:12]1[CH:13]=[C:14]([CH3:19])[CH:15]=[C:16]([CH3:18])[CH:17]=1. (4) Given the product [OH:22][C:19]1[CH:20]=[CH:21][C:16]([O:15][C:11]2[C:10]([CH3:26])=[CH:9][C:8]([NH:7][C:5](=[O:6])[CH2:4][C:3]([OH:27])=[O:2])=[CH:13][C:12]=2[CH3:14])=[CH:17][C:18]=1[CH:23]([CH3:25])[CH3:24], predict the reactants needed to synthesize it. The reactants are: C[O:2][C:3](=[O:27])[CH2:4][C:5]([NH:7][C:8]1[CH:13]=[C:12]([CH3:14])[C:11]([O:15][C:16]2[CH:21]=[CH:20][C:19]([OH:22])=[C:18]([CH:23]([CH3:25])[CH3:24])[CH:17]=2)=[C:10]([CH3:26])[CH:9]=1)=[O:6].[OH-].[K+]. (5) The reactants are: CO[C:3]1[C:8]([O:9]C)=[CH:7][C:6]2[O:11][CH2:12][O:13][C:5]=2[CH:4]=1.C1C(C=O)=CC2OCOC=2C=1.C(O)=O.OO. Given the product [CH2:12]1[O:13][C:5]2[CH:4]=[CH:3][C:8]([OH:9])=[CH:7][C:6]=2[O:11]1, predict the reactants needed to synthesize it. (6) Given the product [Br:1][C:2]1[CH:11]=[C:10]2[C:5]([N:6]=[CH:7][C:8]([C:12]3[S:13][CH:14]=[CH:15][N:16]=3)=[N:9]2)=[C:4]([C:17]([NH:24][CH2:25][C:26]([O:28][CH2:29][CH3:30])=[O:27])=[O:19])[C:3]=1[OH:20], predict the reactants needed to synthesize it. The reactants are: [Br:1][C:2]1[C:3]([OH:20])=[C:4]([C:17]([OH:19])=O)[C:5]2[N:6]=[CH:7][C:8]([C:12]3[S:13][CH:14]=[CH:15][N:16]=3)=[N:9][C:10]=2[CH:11]=1.Cl.C([NH:24][CH2:25][C:26]([OH:28])=[O:27])C.[CH2:29](N(CC)CC)[CH3:30].C1CN([P+](ON2N=NC3C=CC=CC2=3)(N2CCCC2)N2CCCC2)CC1.F[P-](F)(F)(F)(F)F. (7) Given the product [Br:1][C:2]1[CH:3]=[C:4]([CH:8]2[CH2:17][C:16]([CH3:19])([CH3:18])[C:15]3[C:10](=[CH:11][CH:12]=[C:13]([C:20]([F:23])([F:21])[F:22])[CH:14]=3)[N:9]2[CH3:27])[CH:5]=[CH:6][CH:7]=1, predict the reactants needed to synthesize it. The reactants are: [Br:1][C:2]1[CH:3]=[C:4]([CH:8]2[CH2:17][C:16]([CH3:19])([CH3:18])[C:15]3[C:10](=[CH:11][CH:12]=[C:13]([C:20]([F:23])([F:22])[F:21])[CH:14]=3)[NH:9]2)[CH:5]=[CH:6][CH:7]=1.[H-].[Na+].I[CH3:27]. (8) Given the product [N:1]1[O:2][N:3]=[C:4]2[CH:9]=[C:8]([C:10]([O:19][CH2:18][CH3:17])=[O:12])[CH:7]=[CH:6][C:5]=12, predict the reactants needed to synthesize it. The reactants are: [N:1]1[O:2][N:3]=[C:4]2[CH:9]=[C:8]([C:10]#N)[CH:7]=[CH:6][C:5]=12.[OH:12]S(O)(=O)=O.[CH3:17][CH2:18][OH:19]. (9) Given the product [CH:6]([C:5]1[CH:8]=[CH:9][C:2]([O:1][CH:15]2[CH2:11][CH2:12][N:13]([C:16]([O:18][C:19]([CH3:22])([CH3:21])[CH3:20])=[O:17])[CH2:14]2)=[CH:3][CH:4]=1)=[O:7], predict the reactants needed to synthesize it. The reactants are: [OH:1][C:2]1[CH:9]=[CH:8][C:5]([CH:6]=[O:7])=[CH:4][CH:3]=1.O[CH:11]1[CH2:15][CH2:14][N:13]([C:16]([O:18][C:19]([CH3:22])([CH3:21])[CH3:20])=[O:17])[CH2:12]1.C1(P(C2C=CC=CC=2)C2C=CC=CC=2)C=CC=CC=1.N(C(OCC)=O)=NC(OCC)=O. (10) Given the product [O:14]1[C:13]2[C:12]3[CH:21]=[CH:22][C:9]([N:5]4[CH2:4][C@H:3]([CH2:2][NH:1][C:30](=[O:34])[CH:31]([CH3:33])[CH3:32])[O:7][C:6]4=[O:8])=[CH:10][C:11]=3[CH2:20][CH2:19][CH2:18][C:17]=2[CH:16]=[N:15]1, predict the reactants needed to synthesize it. The reactants are: [NH2:1][CH2:2][C@@H:3]1[O:7][C:6](=[O:8])[N:5]([C:9]2[CH:22]=[CH:21][C:12]3[C:13]4[O:14][N:15]=[CH:16][C:17]=4[CH2:18][CH2:19][CH2:20][C:11]=3[CH:10]=2)[CH2:4]1.C(N(CC)CC)C.[C:30](Cl)(=[O:34])[CH:31]([CH3:33])[CH3:32].